This data is from Reaction yield outcomes from USPTO patents with 853,638 reactions. The task is: Predict the reaction yield, written as a fraction of the theoretical maximum amount of product (1.0 means a 100% yield; for example, 0.34 means a 34% yield). (1) The reactants are [Cl:1][C:2]1[CH:7]=[CH:6][N:5]=[C:4]2[NH:8][CH:9]=[CH:10][C:3]=12.[Li]CCCC.[Si:16](Cl)([C:19]([CH3:22])([CH3:21])[CH3:20])([CH3:18])[CH3:17]. The catalyst is C1COCC1. The product is [C:19]([Si:16]([CH3:18])([CH3:17])[N:8]1[C:4]2=[N:5][CH:6]=[CH:7][C:2]([Cl:1])=[C:3]2[CH:10]=[CH:9]1)([CH3:22])([CH3:21])[CH3:20]. The yield is 0.620. (2) The reactants are [CH3:1][O:2][C:3]1[CH:34]=[CH:33][C:6]([C:7]([NH:9][C:10]2[S:14][C:13]([NH:15][C:16]3[CH:17]=[CH:18][C:19]([NH:22]C(=O)OC(C)(C)C)=[N:20][CH:21]=3)=[N:12][C:11]=2[C:30](=[O:32])[NH2:31])=[O:8])=[CH:5][CH:4]=1.Cl.O1CCOCC1. The catalyst is O1CCOCC1. The product is [NH2:22][C:19]1[N:20]=[CH:21][C:16]([NH:15][C:13]2[S:14][C:10]([NH:9][C:7](=[O:8])[C:6]3[CH:33]=[CH:34][C:3]([O:2][CH3:1])=[CH:4][CH:5]=3)=[C:11]([C:30]([NH2:31])=[O:32])[N:12]=2)=[CH:17][CH:18]=1. The yield is 0.630. (3) The reactants are [CH2:1]([CH:5]1[C:10]([CH3:12])([CH3:11])[CH2:9][CH2:8][CH2:7][C:6]1=[O:13])[CH2:2][CH:3]=C.I([O-])(=O)(=O)=[O:15].[Na+]. The catalyst is O1CCCC1.O.C(OCC)C.[Os](=O)(=O)(=O)=O. The product is [CH3:11][C:10]1([CH3:12])[CH2:9][CH2:8][CH2:7][C:6](=[O:13])[CH:5]1[CH2:1][CH2:2][CH:3]=[O:15]. The yield is 0.570. (4) The reactants are [CH2:1]([O:3][C:4]1[CH:5]=[C:6]([C:14](=O)[CH2:15][C:16](=O)[C:17]([F:20])([F:19])[F:18])[CH:7]=[CH:8][C:9]=1[C:10]([F:13])([F:12])[F:11])[CH3:2].[NH2:23][C:24]1[C:28]([C:29]2[CH:34]=[C:33]([CH3:35])[N:32]=[C:31]([CH3:36])[CH:30]=2)=[CH:27][NH:26][N:25]=1. No catalyst specified. The product is [CH3:35][C:33]1[CH:34]=[C:29]([C:28]2[CH:27]=[N:26][N:25]3[C:16]([C:17]([F:20])([F:19])[F:18])=[CH:15][C:14]([C:6]4[CH:7]=[CH:8][C:9]([C:10]([F:13])([F:12])[F:11])=[C:4]([O:3][CH2:1][CH3:2])[CH:5]=4)=[N:23][C:24]=23)[CH:30]=[C:31]([CH3:36])[N:32]=1. The yield is 0.500. (5) The reactants are [Cl:1][C:2]1[CH:7]=[CH:6][CH:5]=[C:4]([N+:8]([O-:10])=[O:9])[C:3]=1Cl.[C:12]([O:16][C:17]([N:19]1[CH2:24][CH2:23][NH:22][CH2:21][CH2:20]1)=[O:18])([CH3:15])([CH3:14])[CH3:13].C([O-])([O-])=O.[K+].[K+]. The catalyst is C(#N)C. The product is [C:12]([O:16][C:17]([N:19]1[CH2:24][CH2:23][N:22]([C:3]2[C:4]([N+:8]([O-:10])=[O:9])=[CH:5][CH:6]=[CH:7][C:2]=2[Cl:1])[CH2:21][CH2:20]1)=[O:18])([CH3:15])([CH3:13])[CH3:14]. The yield is 0.700.